Task: Predict the product of the given reaction.. Dataset: Forward reaction prediction with 1.9M reactions from USPTO patents (1976-2016) Given the reactants [C:1]([C:3](=[C:7]([S:10][CH3:11])SC)[C:4]([NH2:6])=[O:5])#[N:2].[Cl:12][C:13]1[CH:14]=[C:15]([CH:17]=[CH:18][C:19]=1[Cl:20])[NH2:16], predict the reaction product. The product is: [C:1]([C:3](=[C:7]([NH:16][C:15]1[CH:17]=[CH:18][C:19]([Cl:20])=[C:13]([Cl:12])[CH:14]=1)[S:10][CH3:11])[C:4]([NH2:6])=[O:5])#[N:2].